This data is from Full USPTO retrosynthesis dataset with 1.9M reactions from patents (1976-2016). The task is: Predict the reactants needed to synthesize the given product. (1) Given the product [C:28]([C:2]1[N:3]=[C:4]([NH:23][CH2:24][CH:25]([CH3:26])[CH3:27])[C:5]2[N:6]([C:8]([C:11]3[CH:22]=[CH:21][C:14]([C:15]([NH:17][CH:18]4[CH2:20][CH2:19]4)=[O:16])=[CH:13][CH:12]=3)=[CH:9][N:10]=2)[CH:7]=1)#[N:29], predict the reactants needed to synthesize it. The reactants are: Br[C:2]1[N:3]=[C:4]([NH:23][CH2:24][CH:25]([CH3:27])[CH3:26])[C:5]2[N:6]([C:8]([C:11]3[CH:22]=[CH:21][C:14]([C:15]([NH:17][CH:18]4[CH2:20][CH2:19]4)=[O:16])=[CH:13][CH:12]=3)=[CH:9][N:10]=2)[CH:7]=1.[C-:28]#[N:29]. (2) The reactants are: [CH3:1][C:2]1([CH3:10])[CH2:7][CH:6]([CH2:8][OH:9])[CH2:5][CH2:4][O:3]1.N1C=CC=CC=1.[C:17]1([CH3:27])[CH:22]=[CH:21][C:20]([S:23](Cl)(=[O:25])=[O:24])=[CH:19][CH:18]=1. Given the product [CH3:27][C:17]1[CH:22]=[CH:21][C:20]([S:23]([O:9][CH2:8][CH:6]2[CH2:5][CH2:4][O:3][C:2]([CH3:10])([CH3:1])[CH2:7]2)(=[O:25])=[O:24])=[CH:19][CH:18]=1, predict the reactants needed to synthesize it. (3) The reactants are: C([O:5][C:6](=[O:38])[C@@H:7]([NH:10][C:11](=[O:37])[C:12]1[CH:17]=[CH:16][C:15]([C@H:18]2[CH2:23][CH2:22][CH2:21][C@H:20]([NH:24][CH:25]([C:27]3[C:36]4[C:31](=[CH:32][CH:33]=[CH:34][CH:35]=4)[CH:30]=[CH:29][CH:28]=3)[CH3:26])[CH2:19]2)=[CH:14][CH:13]=1)[CH2:8][OH:9])(C)(C)C.C(OCC)C.[ClH:44]. Given the product [ClH:44].[OH:9][CH2:8][CH:7]([NH:10][C:11](=[O:37])[C:12]1[CH:13]=[CH:14][C:15]([CH:18]2[CH2:23][CH2:22][CH2:21][CH:20]([NH:24][C@@H:25]([C:27]3[C:36]4[C:31](=[CH:32][CH:33]=[CH:34][CH:35]=4)[CH:30]=[CH:29][CH:28]=3)[CH3:26])[CH2:19]2)=[CH:16][CH:17]=1)[C:6]([OH:38])=[O:5], predict the reactants needed to synthesize it.